This data is from Catalyst prediction with 721,799 reactions and 888 catalyst types from USPTO. The task is: Predict which catalyst facilitates the given reaction. (1) The catalyst class is: 113. Reactant: [C:1]([O:5][CH2:6][CH2:7][CH2:8][CH2:9][CH2:10][CH2:11][CH2:12][CH2:13][CH2:14][CH2:15][CH2:16][CH2:17][CH2:18][CH2:19][CH2:20][CH2:21][CH2:22][CH2:23][CH2:24][CH2:25][CH2:26][CH3:27])(=[O:4])[CH:2]=[CH2:3].[C:28]([O:33][CH2:34][CH2:35][CH2:36][CH2:37][CH2:38][CH2:39][CH2:40][CH2:41][CH2:42][CH2:43][CH2:44][CH3:45])(=[O:32])[C:29]([CH3:31])=[CH2:30]. Product: [C:1]([O:5][CH2:6][CH2:7][CH2:8][CH2:9][CH2:10][CH2:11][CH2:12][CH2:13][CH2:14][CH2:15][CH2:16][CH2:17][CH2:18][CH2:19][CH2:20][CH2:21][CH2:22][CH2:23][CH2:24][CH2:25][CH2:26][CH3:27])(=[O:4])[CH:2]=[CH2:3].[C:28]([O:33][CH2:34][CH2:35][CH2:36][CH2:37][CH2:38][CH2:39][CH2:40][CH2:41][CH2:42][CH2:43][CH2:44][CH3:45])(=[O:32])[C:29]([CH3:31])=[CH2:30].[C:1]([O:5][CH:6]=[CH2:7])(=[O:4])[CH3:2]. (2) Reactant: [CH2:1]([P:10](=[O:17])([O:14][CH2:15][CH3:16])[O:11][CH2:12][CH3:13])P(=O)(OCC)OCC.[Li]CCCC.[CH3:23][C:24]1[C:25]([C:45]2[CH:50]=[CH:49][CH:48]=[CH:47][CH:46]=2)=[C:26]([O:36][C:37]2[CH:44]=[CH:43][C:40]([CH:41]=O)=[CH:39][CH:38]=2)[C:27]2[C:32]([CH:33]=1)=[CH:31][C:30]([O:34][CH3:35])=[CH:29][CH:28]=2.CCOC(C)=O. Product: [CH2:15]([O:14][P:10]([CH:1]=[CH:41][C:40]1[CH:39]=[CH:38][C:37]([O:36][C:26]2[C:27]3[C:32](=[CH:31][C:30]([O:34][CH3:35])=[CH:29][CH:28]=3)[CH:33]=[C:24]([CH3:23])[C:25]=2[C:45]2[CH:50]=[CH:49][CH:48]=[CH:47][CH:46]=2)=[CH:44][CH:43]=1)(=[O:17])[O:11][CH2:12][CH3:13])[CH3:16]. The catalyst class is: 20. (3) Product: [CH3:1][C:2]1[C:3]([CH2:15][O:16][C:17]2[CH:22]=[CH:21][C:20]([C:23]3[C:27]([I:35])=[C:26]([CH3:28])[N:25]([CH3:29])[N:24]=3)=[CH:19][C:18]=2[CH3:30])=[C:4]([N:8]2[C:12](=[O:13])[N:11]([CH3:14])[N:10]=[N:9]2)[CH:5]=[CH:6][CH:7]=1. The catalyst class is: 6. Reactant: [CH3:1][C:2]1[C:3]([CH2:15][O:16][C:17]2[CH:22]=[CH:21][C:20]([C:23]3[CH:27]=[C:26]([CH3:28])[N:25]([CH3:29])[N:24]=3)=[CH:19][C:18]=2[CH3:30])=[C:4]([N:8]2[C:12](=[O:13])[N:11]([CH3:14])[N:10]=[N:9]2)[CH:5]=[CH:6][CH:7]=1.C(Cl)(Cl)Cl.[I:35]N1C(=O)CCC1=O.